Dataset: Reaction yield outcomes from USPTO patents with 853,638 reactions. Task: Predict the reaction yield, written as a fraction of the theoretical maximum amount of product (1.0 means a 100% yield; for example, 0.34 means a 34% yield). (1) The yield is 0.670. The catalyst is C(O)(=O)C. The reactants are [CH:1]([NH2:4])([CH3:3])[CH3:2].C(O)(C)(C)C.[Br:10][C:11]1[CH:19]=[CH:18][C:14]([C:15]([OH:17])=[O:16])=[C:13](F)[CH:12]=1. The product is [Br:10][C:11]1[CH:19]=[CH:18][C:14]([C:15]([OH:17])=[O:16])=[C:13]([NH:4][CH:1]([CH3:3])[CH3:2])[CH:12]=1. (2) The reactants are Br[C:2]1[CH:7]=[CH:6][C:5]([C:8]([F:11])([F:10])[F:9])=[C:4]([O:12][CH2:13][C:14]([F:19])([F:18])[CH:15]([F:17])[F:16])[CH:3]=1.[B:20]1(B2OC(C)(C)C(C)(C)O2)[O:24]C(C)(C)C(C)(C)[O:21]1.C([O-])(=O)C.[K+].I(O)(=O)(=O)=O. The catalyst is COC1CCCC1.[Pd](Cl)Cl.C1(P([C-]2C=CC=C2)C2C=CC=CC=2)C=CC=CC=1.[CH-]1C=CC=C1.[Fe+2].O. The product is [F:18][C:14]([F:19])([CH:15]([F:17])[F:16])[CH2:13][O:12][C:4]1[CH:3]=[C:2]([B:20]([OH:24])[OH:21])[CH:7]=[CH:6][C:5]=1[C:8]([F:11])([F:10])[F:9]. The yield is 0.600. (3) The reactants are [Br:1][C:2]1[CH:10]=[CH:9][CH:8]=[C:7]2[C:3]=1[CH:4]=[N:5][NH:6]2.[O:11]1[CH:16]=[CH:15][CH2:14][CH2:13][CH2:12]1.C1(C)C=CC(S(O)(=O)=O)=CC=1. The catalyst is O1CCCC1. The product is [Br:1][C:2]1[CH:10]=[CH:9][CH:8]=[C:7]2[C:3]=1[CH:4]=[N:5][N:6]2[CH:12]1[CH2:13][CH2:14][CH2:15][CH2:16][O:11]1. The yield is 0.810. (4) The reactants are [CH2:1]([O:8][C:9]1[CH:10]=[C:11](Br)[CH:12]=[CH:13][CH:14]=1)[C:2]1[CH:7]=[CH:6][CH:5]=[CH:4][CH:3]=1.[C:16]([C:18]1[CH:19]=[C:20](B(O)O)[CH:21]=[CH:22][CH:23]=1)#[N:17].[OH-].[Ba+2].[OH-].COCCOC. The catalyst is C(OCC)(=O)C.C1C=CC([P]([Pd]([P](C2C=CC=CC=2)(C2C=CC=CC=2)C2C=CC=CC=2)([P](C2C=CC=CC=2)(C2C=CC=CC=2)C2C=CC=CC=2)[P](C2C=CC=CC=2)(C2C=CC=CC=2)C2C=CC=CC=2)(C2C=CC=CC=2)C2C=CC=CC=2)=CC=1.O. The product is [CH2:1]([O:8][C:9]1[CH:10]=[C:11]([C:22]2[CH:23]=[C:18]([CH:19]=[CH:20][CH:21]=2)[C:16]#[N:17])[CH:12]=[CH:13][CH:14]=1)[C:2]1[CH:7]=[CH:6][CH:5]=[CH:4][CH:3]=1. The yield is 0.600.